From a dataset of Full USPTO retrosynthesis dataset with 1.9M reactions from patents (1976-2016). Predict the reactants needed to synthesize the given product. (1) Given the product [Br:20][C:17]1[CH:18]=[CH:19][C:14]([C:13]2[O:5][N:4]=[C:2]([CH3:3])[CH:1]=2)=[CH:15][CH:16]=1, predict the reactants needed to synthesize it. The reactants are: [CH3:1][C:2](=[N:4][OH:5])[CH3:3].C([Li])CCC.CO[C:13](=O)[C:14]1[CH:19]=[CH:18][C:17]([Br:20])=[CH:16][CH:15]=1. (2) Given the product [CH:18]([C:20]1[CH:25]=[CH:24][C:23]([C:2]2[CH:7]=[C:6]([C:8]3[CH:13]=[CH:12][CH:11]=[CH:10][CH:9]=3)[CH:5]=[C:4]([C:14]([NH:16][CH3:17])=[O:15])[CH:3]=2)=[CH:22][CH:21]=1)=[O:19], predict the reactants needed to synthesize it. The reactants are: Br[C:2]1[CH:3]=[C:4]([C:14]([NH:16][CH3:17])=[O:15])[CH:5]=[C:6]([C:8]2[CH:13]=[CH:12][CH:11]=[CH:10][CH:9]=2)[CH:7]=1.[CH:18]([C:20]1[CH:25]=[CH:24][C:23](B(O)O)=[CH:22][CH:21]=1)=[O:19]. (3) Given the product [C:16]([N:10]1[C@@H:9]([CH3:8])[C:13](=[O:14])[O:12][C:11]1=[O:15])(=[O:23])[C:17]1[CH:22]=[CH:21][CH:20]=[CH:19][CH:18]=1, predict the reactants needed to synthesize it. The reactants are: CN1CCOCC1.[CH3:8][C@H:9]1[C:13](=[O:14])[O:12][C:11](=[O:15])[NH:10]1.[C:16](Cl)(=[O:23])[C:17]1[CH:22]=[CH:21][CH:20]=[CH:19][CH:18]=1. (4) Given the product [Cl:19][C:20]1[CH:21]=[CH:22][C:23]([N:26]2[CH2:31][CH2:30][N:29]([CH2:2][CH2:3][CH2:4][CH2:5][CH2:6][C:7]3([CH2:17][CH3:18])[C:15]4[C:10](=[CH:11][CH:12]=[CH:13][CH:14]=4)[NH:9][C:8]3=[O:16])[CH2:28][CH2:27]2)=[CH:24][CH:25]=1, predict the reactants needed to synthesize it. The reactants are: Cl[CH2:2][CH2:3][CH2:4][CH2:5][CH2:6][C:7]1([CH2:17][CH3:18])[C:15]2[C:10](=[CH:11][CH:12]=[CH:13][CH:14]=2)[NH:9][C:8]1=[O:16].[Cl:19][C:20]1[CH:25]=[CH:24][C:23]([N:26]2[CH2:31][CH2:30][NH:29][CH2:28][CH2:27]2)=[CH:22][CH:21]=1. (5) Given the product [Br:1][C:2]1[CH:3]=[C:4]2[C:9](=[CH:10][CH:11]=1)[C:8]([Cl:15])=[N:7][N:6]=[CH:5]2, predict the reactants needed to synthesize it. The reactants are: [Br:1][C:2]1[CH:3]=[C:4]2[C:9](=[CH:10][CH:11]=1)[C:8](O)=[N:7][N:6]=[CH:5]2.P(Cl)(Cl)([Cl:15])=O. (6) Given the product [CH3:26][C:27]1([CH3:49])[C:33]2[CH:34]=[CH:35][C:36]([N+:38]([O-:40])=[O:39])=[CH:37][C:32]=2[NH:31][C:30](=[O:41])[CH:29]([NH:42][C:43](=[O:48])[CH3:44])[CH2:28]1, predict the reactants needed to synthesize it. The reactants are: NC1CC(C)(C)C2C=CC([N+]([O-])=O)=CC=2NC1=O.C(OC(=O)C)(=O)C.[CH3:26][C:27]1([CH3:49])[C:33]2[CH:34]=[CH:35][C:36]([N+:38]([O-:40])=[O:39])=[CH:37][C:32]=2[NH:31][C:30](=[O:41])[CH:29]([NH:42][C:43](=[O:48])[C:44](F)(F)F)[CH2:28]1.